Dataset: Forward reaction prediction with 1.9M reactions from USPTO patents (1976-2016). Task: Predict the product of the given reaction. Given the reactants C([O:4][CH2:5][C@@H:6]1[O:12][C@@H:7]1[C:8]([O:10]C)=[O:9])(=O)C.[OH-].[Na+:14], predict the reaction product. The product is: [Na+:14].[O:12]1[C@@H:6]([CH2:5][OH:4])[C@H:7]1[C:8]([O-:10])=[O:9].